Dataset: Reaction yield outcomes from USPTO patents with 853,638 reactions. Task: Predict the reaction yield, written as a fraction of the theoretical maximum amount of product (1.0 means a 100% yield; for example, 0.34 means a 34% yield). The reactants are [Br:1][C:2]1[CH:7]=[CH:6][C:5]([C:8]2[O:9][C:10]([CH3:16])=[C:11]([CH2:13][C:14]#N)[N:12]=2)=[CH:4][CH:3]=1.COCCO.[OH-:22].[K+].[OH2:24]. No catalyst specified. The product is [Br:1][C:2]1[CH:7]=[CH:6][C:5]([C:8]2[O:9][C:10]([CH3:16])=[C:11]([CH2:13][C:14]([OH:24])=[O:22])[N:12]=2)=[CH:4][CH:3]=1. The yield is 0.600.